Dataset: Catalyst prediction with 721,799 reactions and 888 catalyst types from USPTO. Task: Predict which catalyst facilitates the given reaction. (1) Reactant: [C:1]([C:3]1[CH:8]=[C:7]([O:9][CH2:10][CH:11]2[CH2:16][CH2:15][N:14]([CH2:17][C:18]([CH2:22][CH3:23])([F:21])[CH2:19][CH3:20])[CH2:13][CH2:12]2)[CH:6]=[CH:5][C:4]=1[C:24]1C=[CH:28][C:27](C(O)=O)=[CH:26][CH:25]=1)#[N:2].[CH2:33](Cl)[CH2:34]Cl.C1C=CC2N([OH:46])N=NC=2C=1.CCN(C(C)C)C(C)C.[NH:56]1[CH2:60][CH2:59][CH2:58][C@H:57]1[C:61]([NH2:63])=[O:62]. Product: [C:1]([C:3]1[CH:8]=[C:7]([O:9][CH2:10][CH:11]2[CH2:12][CH2:13][N:14]([CH2:17][C:18]([CH2:22][CH3:23])([F:21])[CH2:19][CH3:20])[CH2:15][CH2:16]2)[CH:6]=[CH:5][C:4]=1[C:24]1[C:33]([C:34]([N:56]2[CH2:60][CH2:59][CH2:58][C@H:57]2[C:61]([NH2:63])=[O:62])=[O:46])=[CH:28][CH:27]=[CH:26][CH:25]=1)#[N:2]. The catalyst class is: 34. (2) The catalyst class is: 3. Product: [Cl:1][C:2]1[CH:3]=[CH:4][C:5](=[O:8])[N:6]([CH2:13][C:14]2[CH:15]=[N:16][CH:17]=[CH:18][CH:19]=2)[N:7]=1. Reactant: [Cl:1][C:2]1[CH:3]=[CH:4][C:5](=[O:8])[NH:6][N:7]=1.[H-].[Na+].Cl.Cl[CH2:13][C:14]1[CH:15]=[N:16][CH:17]=[CH:18][CH:19]=1.N1NC(=O)C=CC=1.[Cl-].[NH4+].